From a dataset of Forward reaction prediction with 1.9M reactions from USPTO patents (1976-2016). Predict the product of the given reaction. (1) Given the reactants [N:1]1[CH:6]=[CH:5][CH:4]=[CH:3][C:2]=1[CH2:7][CH2:8][NH:9][C:10]([C:12]1[C:13]([C:18]2[CH:23]=[CH:22][CH:21]=[CH:20][C:19]=2[CH2:24][NH2:25])=[CH:14][CH:15]=[CH:16][CH:17]=1)=[O:11].N1C=CC=CC=1CCNC(C1C(C2C=CC=CC=2)=CC=CC=1CN[C:45]([O:47][CH:48]([CH3:55])[C:49]1[CH:54]=[CH:53][CH:52]=[CH:51][CH:50]=1)=[O:46])=O, predict the reaction product. The product is: [N:1]1[CH:6]=[CH:5][CH:4]=[CH:3][C:2]=1[CH2:7][CH2:8][NH:9][C:10]([C:12]1[C:13]([C:18]2[CH:23]=[CH:22][CH:21]=[CH:20][C:19]=2[CH2:24][NH:25][C:45]([O:47][C@@H:48]([CH3:55])[C:49]2[CH:54]=[CH:53][CH:52]=[CH:51][CH:50]=2)=[O:46])=[CH:14][CH:15]=[CH:16][CH:17]=1)=[O:11]. (2) Given the reactants [CH2:1]([OH:8])[CH2:2][CH2:3][CH2:4][CH2:5][CH2:6][CH3:7].[CH3:9][C:10]1[CH:11]=[C:12](I)[CH:13]=[C:14]([CH3:16])[CH:15]=1.N1C2C(=CC=C3C=2N=CC=C3)C=CC=1.C([O-])([O-])=O.[Cs+].[Cs+].CCCCCCCCCCCC, predict the reaction product. The product is: [CH2:1]([O:8][C:12]1[CH:13]=[C:14]([CH3:16])[CH:15]=[C:10]([CH3:9])[CH:11]=1)[CH2:2][CH2:3][CH2:4][CH2:5][CH2:6][CH3:7].